Dataset: Drug-target binding data from BindingDB using Kd measurements. Task: Regression. Given a target protein amino acid sequence and a drug SMILES string, predict the binding affinity score between them. We predict pKd (pKd = -log10(Kd in M); higher means stronger binding). Dataset: bindingdb_kd. (1) The small molecule is CC(C)CNC(=O)CSc1nc2c(=O)[nH]c(N)nc2[nH]1. The target protein (P26281) has sequence MTVAYIAIGSNLASPLEQVNAALKALGDIPESHILTVSSFYRTPPLGPQDQPDYLNAAVALETSLAPEELLNHTQRIELQQGRVRKAERWGPRTLDLDIMLFGNEVINTERLTVPHYDMKNRGFMLWPLFEIAPELVFPDGEMLRQILHTRAFDKLNKW. The pKd is 4.2. (2) The drug is NCc1ccc([N+](=O)[O-])cc1[N+](=O)[O-]. The target protein sequence is MDTLAPESTRQNLRSQRLNLLTNEPHQRLESLVKSKEPFASRDNFARFVAAQYLFQHDLEPLYRNEALARLFPGLASRARDDAARADLADLGHPVPEGDQSVREADLSLAEALGWLFVSEGSKLGAAFLFKKAAALELDENFGARHLAEPEGGRAQGWKSFVAILDGIELNEEEERLAAKGASDAFNRFGDLLERTFA. The pKd is 3.7. (3) The small molecule is Cc1[nH]c(/C=C2\C(=O)Nc3ccc(F)cc32)c(C)c1C(=O)NC[C@H](O)CN1CCOCC1. The target protein (P42681) has sequence MILSSYNTIQSVFCCCCCCSVQKRQMRTQISLSTDEELPEKYTQRRRPWLSQLSNKKQSNTGRVQPSKRKPLPPLPPSEVAEEKIQVKALYDFLPREPCNLALRRAEEYLILEKYNPHWWKARDRLGNEGLIPSNYVTENKITNLEIYEWYHRNITRNQAEHLLRQESKEGAFIVRDSRHLGSYTISVFMGARRSTEAAIKHYQIKKNDSGQWYVAERHAFQSIPELIWYHQHNAAGLMTRLRYPVGLMGSCLPATAGFSYEKWEIDPSELAFIKEIGSGQFGVVHLGEWRSHIQVAIKAINEGSMSEEDFIEEAKVMMKLSHSKLVQLYGVCIQRKPLYIVTEFMENGCLLNYLRENKGKLRKEMLLSVCQDICEGMEYLERNGYIHRDLAARNCLVSSTCIVKISDFGMTRYVLDDEYVSSFGAKFPIKWSPPEVFLFNKYSSKSDVWSFGVLMWEVFTEGKMPFENKSNLQVVEAISEGFRLYRPHLAPMSIYEVMY.... The pKd is 5.0. (4) The drug is CS(=O)c1ccc(-c2nc(-c3ccncc3)c(-c3ccc(F)cc3)[nH]2)cc1. The target protein (Q99755) has sequence MASASSGPSSSVGFSSFDPAVPSCTLSSAASGIKRPMASEVLEARQDSYISLVPYASGMPIKKIGHRSVDSSGETTYKKTTSSALKGAIQLGITHTVGSLSTKPERDVLMQDFYVVESIFFPSEGSNLTPAHHYNDFRFKTYAPVAFRYFRELFGIRPDDYLYSLCSEPLIELCSSGASGSLFYVSSDDEFIIKTVQHKEAEFLQKLLPGYYMNLNQNPRTLLPKFYGLYCVQAGGKNIRIVVMNNLLPRSVKMHIKYDLKGSTYKRRASQKEREKPLPTFKDLDFLQDIPDGLFLDADMYNALCKTLQRDCLVLQSFKIMDYSLLMSIHNIDHAQREPLSSETQYSVDTRRPAPQKALYSTAMESIQGEARRGGTMETDDHMGGIPARNSKGERLLLYIGIIDILQSYRFVKKLEHSWKALVHDGDTVSVHRPGFYAERFQRFMCNTVFKKIPLKPSPSKKFRSGSSFSRRAGSSGNSCITYQPSVSGEHKAQVTTKAE.... The pKd is 5.0. (5) The drug is O=S(=O)(O)c1cccc2cccc(Nc3ccccc3)c12. The target protein sequence is MATVQQLEGRWRLVDSKGFDEYMKELGVGIALRKAGAMAKPDCIITCDGKNLTIKTESTAKTTQFSCTLGEKFEETTADGRKTQTVCNFTDGALVQHQEWDGKESTITRKLKDGKLVVECVMNNVTCTRIYEKVE. The pKd is 5.2. (6) The compound is Cc1[nH]c(/C=C2\C(=O)Nc3ccc(F)cc32)c(C)c1C(=O)NC[C@H](O)CN1CCOCC1. The target protein (Q00526) has sequence MDMFQKVEKIGEGTYGVVYKAKNRETGQLVALKKIRLDLEMEGVPSTAIREISLLKELKHPNIVRLLDVVHNERKLYLVFEFLSQDLKKYMDSTPGSELPLHLIKSYLFQLLQGVSFCHSHRVIHRDLKPQNLLINELGAIKLADFGLARAFGVPLRTYTHEVVTLWYRAPEILLGSKFYTTAVDIWSIGCIFAEMVTRKALFPGDSEIDQLFRIFRMLGTPSEDTWPGVTQLPDYKGSFPKWTRKGLEEIVPNLEPEGRDLLMQLLQYDPSQRITAKTALAHPYFSSPEPSPAARQYVLQRFRH. The pKd is 5.0.